This data is from Full USPTO retrosynthesis dataset with 1.9M reactions from patents (1976-2016). The task is: Predict the reactants needed to synthesize the given product. Given the product [CH3:3][C:4]1([CH3:11])[N:9]([CH3:12])[CH2:8][CH2:7][NH:6][C:5]1=[O:10], predict the reactants needed to synthesize it. The reactants are: CI.[CH3:3][C:4]1([CH3:11])[NH:9][CH2:8][CH2:7][NH:6][C:5]1=[O:10].[C:12](=O)([O-])[O-].[K+].[K+].